Regression. Given two drug SMILES strings and cell line genomic features, predict the synergy score measuring deviation from expected non-interaction effect. From a dataset of NCI-60 drug combinations with 297,098 pairs across 59 cell lines. (1) Drug 1: C1=CC(=C2C(=C1NCCNCCO)C(=O)C3=C(C=CC(=C3C2=O)O)O)NCCNCCO. Drug 2: CCC1(CC2CC(C3=C(CCN(C2)C1)C4=CC=CC=C4N3)(C5=C(C=C6C(=C5)C78CCN9C7C(C=CC9)(C(C(C8N6C)(C(=O)OC)O)OC(=O)C)CC)OC)C(=O)OC)O.OS(=O)(=O)O. Cell line: A498. Synergy scores: CSS=38.3, Synergy_ZIP=-6.93, Synergy_Bliss=-5.34, Synergy_Loewe=-2.94, Synergy_HSA=-0.123. (2) Cell line: U251. Drug 1: CC(C1=C(C=CC(=C1Cl)F)Cl)OC2=C(N=CC(=C2)C3=CN(N=C3)C4CCNCC4)N. Drug 2: CNC(=O)C1=NC=CC(=C1)OC2=CC=C(C=C2)NC(=O)NC3=CC(=C(C=C3)Cl)C(F)(F)F. Synergy scores: CSS=25.1, Synergy_ZIP=6.22, Synergy_Bliss=4.12, Synergy_Loewe=2.89, Synergy_HSA=3.13. (3) Drug 1: CN1C(=O)N2C=NC(=C2N=N1)C(=O)N. Drug 2: CC1=C(C=C(C=C1)C(=O)NC2=CC(=CC(=C2)C(F)(F)F)N3C=C(N=C3)C)NC4=NC=CC(=N4)C5=CN=CC=C5. Cell line: CAKI-1. Synergy scores: CSS=-16.1, Synergy_ZIP=8.74, Synergy_Bliss=3.82, Synergy_Loewe=-2.50, Synergy_HSA=-8.54. (4) Drug 1: CC1=CC2C(CCC3(C2CCC3(C(=O)C)OC(=O)C)C)C4(C1=CC(=O)CC4)C. Drug 2: C(CCl)NC(=O)N(CCCl)N=O. Cell line: NCI-H522. Synergy scores: CSS=7.83, Synergy_ZIP=-0.879, Synergy_Bliss=3.03, Synergy_Loewe=-0.926, Synergy_HSA=1.10.